From a dataset of Catalyst prediction with 721,799 reactions and 888 catalyst types from USPTO. Predict which catalyst facilitates the given reaction. Reactant: [C:1]1([C:7]2[N:12]3[N:13]=[C:14]([NH2:16])[N:15]=[C:11]3[CH:10]=[CH:9][CH:8]=2)[CH:6]=[CH:5][CH:4]=[CH:3][CH:2]=1.Br[C:18]1[CH:19]=[N:20][CH:21]=[C:22]([O:24][CH3:25])[CH:23]=1.CC(C)([O-])C.[Na+]. Product: [CH3:25][O:24][C:22]1[CH:23]=[C:18]([NH:16][C:14]2[N:15]=[C:11]3[CH:10]=[CH:9][CH:8]=[C:7]([C:1]4[CH:2]=[CH:3][CH:4]=[CH:5][CH:6]=4)[N:12]3[N:13]=2)[CH:19]=[N:20][CH:21]=1. The catalyst class is: 101.